Dataset: Full USPTO retrosynthesis dataset with 1.9M reactions from patents (1976-2016). Task: Predict the reactants needed to synthesize the given product. (1) Given the product [Cl:24][C:23]1[C:18]([CH:14]2[CH2:13][CH:12]([S:35][C:29]3[CH:34]=[CH:33][CH:32]=[C:31]([C:25]([F:28])([F:27])[F:26])[CH:30]=3)[CH2:17][CH2:16][O:15]2)=[N:19][CH:20]=[C:21]([C:25]([F:26])([F:27])[F:28])[CH:22]=1, predict the reactants needed to synthesize it. The reactants are: C([O-])([O-])=O.[Cs+].[Cs+].CS(O[CH:12]1[CH2:17][CH2:16][O:15][CH:14]([C:18]2[C:23]([Cl:24])=[CH:22][C:21]([C:25]([F:28])([F:27])[F:26])=[CH:20][N:19]=2)[CH2:13]1)(=O)=O.[C:29]1([SH:35])[CH:34]=[CH:33][CH:32]=[CH:31][CH:30]=1. (2) Given the product [F:24][C:2]([F:1])([CH3:23])[CH:3]([C:5]1[CH:6]=[CH:7][C:8]([N:11]2[CH2:15][CH2:14][C:13]3([CH2:20][CH2:19][C:18]([OH:21])([C:25]([CH3:27])=[CH2:26])[CH2:17][CH2:16]3)[C:12]2=[O:22])=[CH:9][CH:10]=1)[OH:4], predict the reactants needed to synthesize it. The reactants are: [F:1][C:2]([F:24])([CH3:23])[CH:3]([C:5]1[CH:10]=[CH:9][C:8]([N:11]2[CH2:15][CH2:14][C:13]3([CH2:20][CH2:19][C:18](=[O:21])[CH2:17][CH2:16]3)[C:12]2=[O:22])=[CH:7][CH:6]=1)[OH:4].[C:25]([Mg]Br)([CH3:27])=[CH2:26]. (3) Given the product [C:10]([N:9]=[C:12]([NH2:13])[NH:5][C:4]1[CH:6]=[CH:7][CH:8]=[C:2]([Cl:1])[CH:3]=1)#[N:11], predict the reactants needed to synthesize it. The reactants are: [Cl:1][C:2]1[CH:3]=[C:4]([CH:6]=[CH:7][CH:8]=1)[NH2:5].[N-:9]([C:12]#[N:13])[C:10]#[N:11].[Na+]. (4) Given the product [C:15]([O:14][C:12]([N:19]1[CH2:24][CH2:23][N:22]([C:9]([C:7]2[O:8][C:4]([N+:1]([O-:3])=[O:2])=[CH:5][CH:6]=2)=[O:10])[CH2:21][CH2:20]1)=[O:13])([CH3:18])([CH3:16])[CH3:17], predict the reactants needed to synthesize it. The reactants are: [N+:1]([C:4]1[O:8][C:7]([C:9](Cl)=[O:10])=[CH:6][CH:5]=1)([O-:3])=[O:2].[C:12]([N:19]1[CH2:24][CH2:23][NH:22][CH2:21][CH2:20]1)([O:14][C:15]([CH3:18])([CH3:17])[CH3:16])=[O:13].C(OCC)(=O)C. (5) The reactants are: Cl[C:2]1[C:7]([C:8]([OH:10])=[O:9])=[CH:6][N:5]=[C:4]([Cl:11])[C:3]=1[Cl:12].[N-:13]=[N+:14]=[N-:15].[Na+].C(=O)([O-])[O-].[K+].[K+].[CH3:23][C:24](N(C)C)=O. Given the product [N:13]([C:2]1[C:7]([C:8]([O:10][CH2:23][CH3:24])=[O:9])=[CH:6][N:5]=[C:4]([Cl:11])[C:3]=1[Cl:12])=[N+:14]=[N-:15], predict the reactants needed to synthesize it.